This data is from Catalyst prediction with 721,799 reactions and 888 catalyst types from USPTO. The task is: Predict which catalyst facilitates the given reaction. (1) Reactant: [CH3:1][O:2][C:3]1[C:8]([NH2:9])=[CH:7][C:6]([C:10]#[C:11][C:12]2[C:13]([CH3:24])=[N:14][CH:15]=[N:16][C:17]=2[N:18]2[CH2:23][CH2:22][O:21][CH2:20][CH2:19]2)=[CH:5][N:4]=1.[CH3:25][C:26]1[O:30][C:29]([S:31](Cl)(=[O:33])=[O:32])=[CH:28][CH:27]=1.N1C=CC=CC=1.O. Product: [CH3:1][O:2][C:3]1[C:8]([NH:9][S:31]([C:29]2[O:30][C:26]([CH3:25])=[CH:27][CH:28]=2)(=[O:33])=[O:32])=[CH:7][C:6]([C:10]#[C:11][C:12]2[C:13]([CH3:24])=[N:14][CH:15]=[N:16][C:17]=2[N:18]2[CH2:19][CH2:20][O:21][CH2:22][CH2:23]2)=[CH:5][N:4]=1. The catalyst class is: 2. (2) Reactant: [F:1][C:2]([F:14])([F:13])[C:3]1[CH:12]=[C:11]2[C:6]([CH2:7][CH2:8][CH2:9][NH:10]2)=[CH:5][CH:4]=1.CCN(C(C)C)C(C)C.[Cl:24][C:25]1[N:30]=[C:29](Cl)[N:28]=[CH:27][N:26]=1. Product: [Cl:24][C:25]1[N:30]=[CH:29][N:28]=[C:27]([N:10]2[C:11]3[C:6](=[CH:5][CH:4]=[C:3]([C:2]([F:1])([F:13])[F:14])[CH:12]=3)[CH2:7][CH2:8][CH2:9]2)[N:26]=1. The catalyst class is: 3. (3) Reactant: C([O:3][C:4](=O)[C:5]([C:18]1[CH:23]=[CH:22][CH:21]=[C:20]([Br:24])[CH:19]=1)([NH:10][C:11]([O:13][C:14]([CH3:17])([CH3:16])[CH3:15])=[O:12])[C:6]([F:9])([F:8])[F:7])C. Product: [C:14]([O:13][C:11](=[O:12])[NH:10][C:5]([C:18]1[CH:23]=[CH:22][CH:21]=[C:20]([Br:24])[CH:19]=1)([CH2:4][OH:3])[C:6]([F:7])([F:8])[F:9])([CH3:17])([CH3:15])[CH3:16]. The catalyst class is: 11. (4) Reactant: [Cl:1][C:2]1[CH:3]=[C:4]([C:12]2[O:16][N:15]=[C:14]([C:17]3[CH:18]=[C:19]4[C:23](=[CH:24][CH:25]=3)[N:22]([CH2:26][CH2:27][C:28]([O:30]CC)=[O:29])[CH:21]=[CH:20]4)[N:13]=2)[CH:5]=[CH:6][C:7]=1[O:8][CH:9]([CH3:11])[CH3:10].[OH-].[Na+]. Product: [Cl:1][C:2]1[CH:3]=[C:4]([C:12]2[O:16][N:15]=[C:14]([C:17]3[CH:18]=[C:19]4[C:23](=[CH:24][CH:25]=3)[N:22]([CH2:26][CH2:27][C:28]([OH:30])=[O:29])[CH:21]=[CH:20]4)[N:13]=2)[CH:5]=[CH:6][C:7]=1[O:8][CH:9]([CH3:11])[CH3:10]. The catalyst class is: 14. (5) Product: [F:30][C:31]1[CH:35]=[C:34]([B:4]2[O:5][C:6]([CH3:8])([CH3:7])[C:2]([CH3:9])([CH3:1])[O:3]2)[S:33][CH:32]=1. The catalyst class is: 81. Reactant: [CH3:1][C:2]1([CH3:9])[C:6]([CH3:8])([CH3:7])[O:5][BH:4][O:3]1.C(C1C=CN=C(C2C=C(C(C)(C)C)C=CN=2)C=1)(C)(C)C.[F:30][C:31]1[CH:35]=[CH:34][S:33][CH:32]=1. (6) Reactant: [C:1]([O:5][C:6]([N:8]1[CH2:12][C@H:11]([F:13])[CH2:10][C@H:9]1[C:14](=[O:27])[NH:15][C:16]1[CH:21]=[C:20]([C:22]([O:24]C)=[O:23])[CH:19]=[C:18]([Br:26])[CH:17]=1)=[O:7])([CH3:4])([CH3:3])[CH3:2].O[Li].O. Product: [C:1]([O:5][C:6]([N:8]1[CH2:12][C@H:11]([F:13])[CH2:10][C@H:9]1[C:14](=[O:27])[NH:15][C:16]1[CH:21]=[C:20]([C:22]([OH:24])=[O:23])[CH:19]=[C:18]([Br:26])[CH:17]=1)=[O:7])([CH3:4])([CH3:2])[CH3:3]. The catalyst class is: 5. (7) Reactant: [CH:1]1([NH2:7])[CH2:6][CH2:5][CH2:4][CH2:3][CH2:2]1.C[Al](C)C.C[O:13][C:14]([C:16]1[C:20]([CH3:21])=[C:19]([C:22]2[CH:27]=[C:26]([C:28]([F:31])([F:30])[F:29])[CH:25]=[C:24]([C:32]([F:35])([F:34])[F:33])[CH:23]=2)[N:18]([CH2:36][CH:37]2[CH2:42][CH2:41][CH2:40][CH2:39][CH2:38]2)[C:17]=1[CH3:43])=O. Product: [CH:1]1([NH:7][C:14]([C:16]2[C:20]([CH3:21])=[C:19]([C:22]3[CH:27]=[C:26]([C:28]([F:29])([F:30])[F:31])[CH:25]=[C:24]([C:32]([F:35])([F:34])[F:33])[CH:23]=3)[N:18]([CH2:36][CH:37]3[CH2:38][CH2:39][CH2:40][CH2:41][CH2:42]3)[C:17]=2[CH3:43])=[O:13])[CH2:6][CH2:5][CH2:4][CH2:3][CH2:2]1. The catalyst class is: 11. (8) Reactant: Cl.[NH2:2][C@H:3]([C:8]1[CH:13]=[CH:12][C:11]([OH:14])=[CH:10][CH:9]=1)[C:4]([O:6][CH3:7])=[O:5].C(OCC)(=O)C.S([O-])([O-])(=O)=O.[Mg+2].[S:27]1[CH:31]=[CH:30][C:29]([CH:32]=O)=[CH:28]1. Product: [OH:14][C:11]1[CH:10]=[CH:9][C:8]([CH:3]([NH:2][CH2:32][C:29]2[CH:30]=[CH:31][S:27][CH:28]=2)[C:4]([O:6][CH3:7])=[O:5])=[CH:13][CH:12]=1. The catalyst class is: 66.